Dataset: Forward reaction prediction with 1.9M reactions from USPTO patents (1976-2016). Task: Predict the product of the given reaction. (1) Given the reactants C[N:2](C)[CH:3]=[CH:4][C:5]([C:7]1[C:15]2[O:14][C:13]([S:16][CH2:17][CH2:18][N:19]3[CH2:24][CH2:23][N:22]([CH2:25][C:26]([NH:28][C:29]4[C:34]([CH:35]([CH3:37])[CH3:36])=[CH:33][CH:32]=[CH:31][C:30]=4[CH:38]([CH3:40])[CH3:39])=[O:27])[CH2:21][CH2:20]3)=[N:12][C:11]=2[CH:10]=[CH:9][CH:8]=1)=O.C(O)(=O)C.O.[NH2:47]N, predict the reaction product. The product is: [NH:2]1[CH:3]=[CH:4][C:5]([C:7]2[C:15]3[O:14][C:13]([S:16][CH2:17][CH2:18][N:19]4[CH2:20][CH2:21][N:22]([CH2:25][C:26]([NH:28][C:29]5[C:34]([CH:35]([CH3:37])[CH3:36])=[CH:33][CH:32]=[CH:31][C:30]=5[CH:38]([CH3:40])[CH3:39])=[O:27])[CH2:23][CH2:24]4)=[N:12][C:11]=3[CH:10]=[CH:9][CH:8]=2)=[N:47]1. (2) Given the reactants [OH:1][C:2]1[CH:10]=[CH:9][C:8]2[N:7]3[CH2:11][CH2:12][NH:13][C:14](=[O:15])[C:6]3=[CH:5][C:4]=2[CH:3]=1.[CH:16]([N:19]1[CH2:24][CH2:23][CH:22](O)[CH2:21][CH2:20]1)([CH3:18])[CH3:17].C(P(CCCC)CCCC)CCC.N(C(N1CCCCC1)=O)=NC(N1CCCCC1)=O, predict the reaction product. The product is: [CH:16]([N:19]1[CH2:24][CH2:23][CH:22]([O:1][C:2]2[CH:10]=[CH:9][C:8]3[N:7]4[CH2:11][CH2:12][NH:13][C:14](=[O:15])[C:6]4=[CH:5][C:4]=3[CH:3]=2)[CH2:21][CH2:20]1)([CH3:18])[CH3:17]. (3) Given the reactants C[C:2]1[NH:7][C:6](=[O:8])[NH:5][C:4](=[O:9])[C:3]=1[CH3:10].[C:11](#N)[CH:12](CC#N)O.[CH3:18]C[O-].[Na+], predict the reaction product. The product is: [CH2:11]([O:9][C:4]1[N:5]=[C:6]([OH:8])[CH:18]=[CH:10][C:3]=1[C:2]#[N:7])[CH3:12]. (4) Given the reactants [F:1][C:2]([F:11])([F:10])[CH2:3][CH2:4][C:5](=O)[C:6]([OH:8])=[O:7].CC1[N:18]=CC(COP(O)(O)=O)=C(C=O)C=1O, predict the reaction product. The product is: [F:1][C:2]([F:11])([F:10])[CH2:3][CH2:4][C@@H:5]([NH2:18])[C:6]([OH:8])=[O:7]. (5) Given the reactants C([O-])(=O)C.[K+].[B:15]1([B:15]2[O:19][C:18]([CH3:21])([CH3:20])[C:17]([CH3:23])([CH3:22])[O:16]2)[O:19][C:18]([CH3:21])([CH3:20])[C:17]([CH3:23])([CH3:22])[O:16]1.[CH2:24]([S:26]([C:29]1[CH:34]=[CH:33][C:32]([C:35]2[CH:40]=[C:39](Br)[CH:38]=[CH:37][C:36]=2[F:42])=[CH:31][CH:30]=1)(=[O:28])=[O:27])[CH3:25], predict the reaction product. The product is: [CH2:24]([S:26]([C:29]1[CH:30]=[CH:31][C:32]([C:35]2[C:36]([F:42])=[CH:37][CH:38]=[C:39]([B:15]3[O:16][C:17]([CH3:22])([CH3:23])[C:18]([CH3:20])([CH3:21])[O:19]3)[CH:40]=2)=[CH:33][CH:34]=1)(=[O:27])=[O:28])[CH3:25]. (6) Given the reactants COC1C=C(OC)C=CC=1S(NC1C=CC(C2SC(CCC(O)=O)=NC=2)=CC=1)(=O)=O.[CH3:31][O:32][C:33]1[CH:38]=[C:37]([O:39][CH3:40])[CH:36]=[CH:35][C:34]=1[S:41]([NH:44][C:45]1[CH:50]=[CH:49][C:48]([C:51]2[S:55][C:54]([CH2:56][CH2:57][CH2:58][C:59]([O:61]C)=[O:60])=[N:53][CH:52]=2)=[CH:47][CH:46]=1)(=[O:43])=[O:42], predict the reaction product. The product is: [CH3:31][O:32][C:33]1[CH:38]=[C:37]([O:39][CH3:40])[CH:36]=[CH:35][C:34]=1[S:41]([NH:44][C:45]1[CH:50]=[CH:49][C:48]([C:51]2[S:55][C:54]([CH2:56][CH2:57][CH2:58][C:59]([OH:61])=[O:60])=[N:53][CH:52]=2)=[CH:47][CH:46]=1)(=[O:42])=[O:43].